Task: Predict the product of the given reaction.. Dataset: Forward reaction prediction with 1.9M reactions from USPTO patents (1976-2016) (1) Given the reactants [Cl:1][C:2]1[CH:3]=[C:4]([S:21]([NH2:24])(=[O:23])=[O:22])[CH:5]=[N:6][C:7]=1[O:8][CH2:9][C:10]1([F:20])[CH2:19][CH2:18][C:13]2(OCC[O:14]2)[CH2:12][CH2:11]1.C1(C)C=CC(S([O-])(=O)=O)=CC=1.[NH+]1C=CC=CC=1.O, predict the reaction product. The product is: [Cl:1][C:2]1[CH:3]=[C:4]([S:21]([NH2:24])(=[O:23])=[O:22])[CH:5]=[N:6][C:7]=1[O:8][CH2:9][C:10]1([F:20])[CH2:19][CH2:18][C:13](=[O:14])[CH2:12][CH2:11]1. (2) Given the reactants Cl[C:2]1[C:3]2[S:20][C:19]([NH2:21])=[N:18][C:4]=2[N:5]=[C:6]([S:8][CH2:9][C:10]2[CH:15]=[CH:14][CH:13]=[C:12]([F:16])[C:11]=2[F:17])[N:7]=1.C(N(CC)CC)C.[NH2:29][C@H:30]([C@@H:33]([OH:35])[CH3:34])[CH2:31][OH:32].O, predict the reaction product. The product is: [CH3:13][CH2:12][CH2:11][CH:10]([CH3:15])[CH3:9].[NH2:21][C:19]1[S:20][C:3]2[C:2]([NH:29][C@H:30]([C@@H:33]([OH:35])[CH3:34])[CH2:31][OH:32])=[N:7][C:6]([S:8][CH2:9][C:10]3[CH:15]=[CH:14][CH:13]=[C:12]([F:16])[C:11]=3[F:17])=[N:5][C:4]=2[N:18]=1. (3) Given the reactants Br[C:2]1[CH:3]=[C:4]2[C:9](=[CH:10][CH:11]=1)[O:8][CH2:7][CH2:6][C:5]2=[O:12].[F:13][C:14]1[CH:15]=[C:16](B(O)O)[CH:17]=[CH:18][CH:19]=1.C(=O)([O-])[O-].[Na+].[Na+], predict the reaction product. The product is: [F:13][C:14]1[CH:19]=[C:18]([C:11]2[CH:10]=[C:9]3[C:4]([C:5](=[O:12])[CH2:6][CH2:7][O:8]3)=[CH:3][CH:2]=2)[CH:17]=[CH:16][CH:15]=1. (4) Given the reactants [CH2:1]([O:3][C:4]1[CH:5]=[C:6]([CH:11]=[CH:12][C:13]=1[N+:14]([O-])=O)[C:7]([O:9][CH3:10])=[O:8])[CH3:2], predict the reaction product. The product is: [CH3:10][O:9][C:7](=[O:8])[C:6]1[CH:11]=[CH:12][C:13]([NH2:14])=[C:4]([O:3][CH2:1][CH3:2])[CH:5]=1.